From a dataset of Full USPTO retrosynthesis dataset with 1.9M reactions from patents (1976-2016). Predict the reactants needed to synthesize the given product. (1) The reactants are: [CH3:1][C:2]1[S:3][CH:4]=[C:5]([CH:7]=O)[N:6]=1.[CH3:9][O:10][CH2:11][CH2:12][NH2:13].[C:14]1(=[O:25])[O:20][C:18](=O)[C:17]2=[CH:21][CH:22]=[CH:23][CH:24]=[C:16]2[CH2:15]1.[CH3:26][O:27][C:28]1[CH:29]=[C:30]([CH:32]=[CH:33][CH:34]=1)[NH2:31]. Given the product [CH3:9][O:10][CH2:11][CH2:12][N:13]1[CH:7]([C:5]2[N:6]=[C:2]([CH3:1])[S:3][CH:4]=2)[CH:15]([C:14]([NH:31][C:30]2[CH:32]=[CH:33][CH:34]=[C:28]([O:27][CH3:26])[CH:29]=2)=[O:25])[C:16]2[C:17](=[CH:21][CH:22]=[CH:23][CH:24]=2)[C:18]1=[O:20], predict the reactants needed to synthesize it. (2) Given the product [CH3:14][N:15]1[C:42]2[C:37](=[CH:38][C:39]([C:43]#[N:45])=[CH:40][CH:41]=2)[C:17]2([CH2:22][CH2:21][N:20]([C:23](=[O:36])/[CH:24]=[CH:25]/[C:26]3[CH:31]=[CH:30][CH:29]=[CH:28][C:27]=3[C:32]([F:35])([F:33])[F:34])[CH2:19][CH2:18]2)[C:16]1=[O:46], predict the reactants needed to synthesize it. The reactants are: FC(F)(F)C(OC(=O)C(F)(F)F)=O.[CH3:14][N:15]1[C:42]2[C:37](=[CH:38][C:39]([C:43]([NH2:45])=O)=[CH:40][CH:41]=2)[C:17]2([CH2:22][CH2:21][N:20]([C:23](=[O:36])/[CH:24]=[CH:25]/[C:26]3[CH:31]=[CH:30][CH:29]=[CH:28][C:27]=3[C:32]([F:35])([F:34])[F:33])[CH2:19][CH2:18]2)[C:16]1=[O:46].N1C=CC=CC=1. (3) Given the product [CH:1]([C:3]1[CH:4]=[CH:5][C:6]([CH2:7][CH:8]([NH:16][C:17](=[O:40])[CH2:18][CH:19]([NH:26][S:27]([C:30]2[CH:39]=[CH:38][C:37]3[C:32](=[CH:33][CH:34]=[CH:35][CH:36]=3)[CH:31]=2)(=[O:28])=[O:29])[C:20]2[CH:25]=[CH:24][CH:23]=[CH:22][CH:21]=2)[C:9](=[O:15])[N:10]2[CH2:11][CH2:12][CH2:13][CH2:14]2)=[CH:41][CH:42]=1)=[O:44], predict the reactants needed to synthesize it. The reactants are: [C:1]([C:3]1[CH:42]=[CH:41][C:6]([CH2:7][CH:8]([NH:16][C:17](=[O:40])[CH2:18][CH:19]([NH:26][S:27]([C:30]2[CH:39]=[CH:38][C:37]3[C:32](=[CH:33][CH:34]=[CH:35][CH:36]=3)[CH:31]=2)(=[O:29])=[O:28])[C:20]2[CH:25]=[CH:24][CH:23]=[CH:22][CH:21]=2)[C:9](=[O:15])[N:10]2[CH2:14][CH2:13][CH2:12][CH2:11]2)=[CH:5][CH:4]=1)#N.C(O)=[O:44]. (4) Given the product [CH3:29][C:24]1([CH3:30])[C:25]([CH3:28])([CH3:27])[O:26][B:22]([C:17]2[N:16]=[C:15]([N:9]3[C:10]([C:11]([F:14])([F:13])[F:12])=[C:6]([C:4]([O:3][CH2:1][CH3:2])=[O:5])[CH:7]=[N:8]3)[CH:20]=[CH:19][CH:18]=2)[O:23]1, predict the reactants needed to synthesize it. The reactants are: [CH2:1]([O:3][C:4]([C:6]1[CH:7]=[N:8][N:9]([C:15]2[CH:20]=[CH:19][CH:18]=[C:17](Cl)[N:16]=2)[C:10]=1[C:11]([F:14])([F:13])[F:12])=[O:5])[CH3:2].[B:22]1([B:22]2[O:26][C:25]([CH3:28])([CH3:27])[C:24]([CH3:30])([CH3:29])[O:23]2)[O:26][C:25]([CH3:28])([CH3:27])[C:24]([CH3:30])([CH3:29])[O:23]1.ClCCl.C([O-])(=O)C.[K+]. (5) Given the product [CH3:29][O:31][C:9]1[CH:10]=[C:5]([C:3]2[N:27]=[C:26]([C:24]3[CH:23]=[CH:22][N:21]=[C:20]([CH2:17][CH2:18][CH3:19])[CH:25]=3)[S:28][CH:2]=2)[CH:6]=[CH:7][C:8]=1[NH:11][S:12]([CH3:15])(=[O:14])=[O:13], predict the reactants needed to synthesize it. The reactants are: Br[CH2:2][C:3]([C:5]1[CH:10]=[CH:9][C:8]([NH:11][S:12]([CH3:15])(=[O:14])=[O:13])=[CH:7][C:6]=1Cl)=O.[CH2:17]([C:20]1[CH:25]=[C:24]([C:26](=[S:28])[NH2:27])[CH:23]=[CH:22][N:21]=1)[CH2:18][CH3:19].[CH2:29]([OH:31])C. (6) Given the product [Cl:1][C:2]1[CH:7]=[CH:6][C:5]([OH:8])=[C:4]([C:24]2[CH:25]=[N:26][N:27]([C:29]([O:31][C:32]([CH3:35])([CH3:34])[CH3:33])=[O:30])[CH:28]=2)[CH:3]=1, predict the reactants needed to synthesize it. The reactants are: [Cl:1][C:2]1[CH:7]=[CH:6][C:5]([OH:8])=[C:4](I)[CH:3]=1.C(=O)([O-])[O-].[K+].[K+].CC1(C)C(C)(C)OB([C:24]2[CH:25]=[N:26][N:27]([C:29]([O:31][C:32]([CH3:35])([CH3:34])[CH3:33])=[O:30])[CH:28]=2)O1.ClCCl. (7) Given the product [CH3:21][O:19][C:18](=[O:20])[CH2:17][C:8]1[C:7]([Cl:6])=[CH:12][C:11]([N+:13]([O-:15])=[O:14])=[CH:10][C:9]=1[Cl:16], predict the reactants needed to synthesize it. The reactants are: S(=O)(=O)(O)O.[Cl:6][C:7]1[CH:12]=[C:11]([N+:13]([O-:15])=[O:14])[CH:10]=[C:9]([Cl:16])[C:8]=1[CH2:17][C:18]([OH:20])=[O:19].[CH3:21]O.